This data is from Reaction yield outcomes from USPTO patents with 853,638 reactions. The task is: Predict the reaction yield, written as a fraction of the theoretical maximum amount of product (1.0 means a 100% yield; for example, 0.34 means a 34% yield). (1) The reactants are [NH2:1][C:2]1[NH:6][N:5]=[CH:4][C:3]=1[C:7]([C:9]1[S:10][CH:11]=[CH:12][CH:13]=1)=[O:8].[Cl:14][C:15]1[CH:20]=[CH:19][C:18]([C:21](=O)[CH:22]=[CH:23]N(C)C)=[CH:17][C:16]=1[N:28]([CH3:32])[C:29](=[O:31])[CH3:30].C(OCC)(=O)C. The catalyst is C(O)(=O)C. The product is [Cl:14][C:15]1[CH:20]=[CH:19][C:18]([C:21]2[N:6]3[N:5]=[CH:4][C:3]([C:7]([C:9]4[S:10][CH:11]=[CH:12][CH:13]=4)=[O:8])=[C:2]3[N:1]=[CH:23][CH:22]=2)=[CH:17][C:16]=1[N:28]([CH3:32])[C:29](=[O:31])[CH3:30]. The yield is 0.790. (2) The reactants are [NH2:1][C:2]1[CH:7]=[CH:6][C:5]([OH:8])=[CH:4][CH:3]=1.CC(C)([O-])C.[K+].Cl[C:16]1[CH:21]=[CH:20][N:19]=[C:18]([C:22]([NH:24][CH3:25])=[O:23])[CH:17]=1.C([O-])([O-])=O.[K+].[K+]. The catalyst is CN(C=O)C. The product is [CH3:25][NH:24][C:22]([C:18]1[CH:17]=[C:16]([O:8][C:5]2[CH:6]=[CH:7][C:2]([NH2:1])=[CH:3][CH:4]=2)[CH:21]=[CH:20][N:19]=1)=[O:23]. The yield is 0.840. (3) The reactants are [NH:1]1[CH:8]=[CH:7][C:5](=[O:6])[NH:4][C:2]1=[O:3].[F:9][C:10](I)([F:12])[F:11].OO. The catalyst is S([O-])([O-])(=O)=O.[Fe+2].CS(C)=O. The product is [F:9][C:10]([F:12])([F:11])[C:7]1[C:5](=[O:6])[NH:4][C:2](=[O:3])[NH:1][CH:8]=1. The yield is 0.940. (4) The reactants are [F:1][C:2]1[C:7]([CH:8]=[O:9])=[C:6]([F:10])[CH:5]=[CH:4][C:3]=1[NH:11][S:12]([CH2:15][CH2:16][CH3:17])(=[O:14])=[O:13].[OH:18]OS([O-])=O.[K+]. The catalyst is CN(C)C=O. The product is [F:1][C:2]1[C:3]([NH:11][S:12]([CH2:15][CH2:16][CH3:17])(=[O:14])=[O:13])=[CH:4][CH:5]=[C:6]([F:10])[C:7]=1[C:8]([OH:18])=[O:9]. The yield is 0.910. (5) The reactants are Cl.[CH3:2][O:3][C:4](=[O:30])[C@@H:5]([NH:8][C:9]([C:11]1[C:12]([CH3:29])=[N:13][C:14]([NH:18][CH2:19][CH2:20][CH2:21][C:22]2[CH:27]=[CH:26][CH:25]=[C:24]([OH:28])[CH:23]=2)=[N:15][C:16]=1[CH3:17])=[O:10])[CH2:6][NH2:7].[C:31]1([CH3:40])[CH:36]=[CH:35][CH:34]=[C:33]([C:37](O)=[O:38])[CH:32]=1.C(N(CC)CC)C.CN(C(ON1N=NC2C=CC=CC1=2)=[N+](C)C)C.F[P-](F)(F)(F)(F)F.C1C=CC2N(O)N=NC=2C=1. The catalyst is CN(C=O)C.[Cl-].[Na+].O. The product is [CH3:2][O:3][C:4](=[O:30])[C@@H:5]([NH:8][C:9]([C:11]1[C:12]([CH3:29])=[N:13][C:14]([NH:18][CH2:19][CH2:20][CH2:21][C:22]2[CH:27]=[CH:26][CH:25]=[C:24]([OH:28])[CH:23]=2)=[N:15][C:16]=1[CH3:17])=[O:10])[CH2:6][NH:7][C:37](=[O:38])[C:33]1[CH:34]=[CH:35][CH:36]=[C:31]([CH3:40])[CH:32]=1. The yield is 0.770. (6) The yield is 0.460. The reactants are CC1(C)C(C)(C)OB([C:9]2[CH:10]=[CH:11][C:12]3[C:41]4[C:17](=[C:18]5[C:38](=[CH:39][CH:40]=4)[C:22]4[N:23]=[C:24]([C@@H:26]6[CH2:30][CH2:29][CH2:28][N:27]6[C:31]([O:33][C:34]([CH3:37])([CH3:36])[CH3:35])=[O:32])[NH:25][C:21]=4[CH:20]=[CH:19]5)[O:16][CH2:15][C:13]=3[CH:14]=2)O1.Br[C:44]1[NH:48][C:47]([C@@H:49]2[CH2:53][CH2:52][CH2:51][N:50]2[C:54](=[O:64])[C@@H:55]([NH:59][C:60](=[O:63])[O:61][CH3:62])[CH:56]([CH3:58])[CH3:57])=[N:46][CH:45]=1.C(=O)([O-])[O-].[K+].[K+].C(COC)OC. The catalyst is C1C=CC([P]([Pd]([P](C2C=CC=CC=2)(C2C=CC=CC=2)C2C=CC=CC=2)([P](C2C=CC=CC=2)(C2C=CC=CC=2)C2C=CC=CC=2)[P](C2C=CC=CC=2)(C2C=CC=CC=2)C2C=CC=CC=2)(C2C=CC=CC=2)C2C=CC=CC=2)=CC=1.C1C=CC(P(C2C=CC=CC=2)[C-]2C=CC=C2)=CC=1.C1C=CC(P(C2C=CC=CC=2)[C-]2C=CC=C2)=CC=1.Cl[Pd]Cl.[Fe+2].CN(C)C=O. The product is [CH3:62][O:61][C:60]([NH:59][C@H:55]([C:54]([N:50]1[CH2:51][CH2:52][CH2:53][C@@H:49]1[C:47]1[NH:48][C:44]([C:9]2[CH:10]=[CH:11][C:12]3[C:41]4[C:17](=[C:18]5[C:38](=[CH:39][CH:40]=4)[C:22]4[N:23]=[C:24]([C@@H:26]6[CH2:30][CH2:29][CH2:28][N:27]6[C:31]([O:33][C:34]([CH3:37])([CH3:36])[CH3:35])=[O:32])[NH:25][C:21]=4[CH:20]=[CH:19]5)[O:16][CH2:15][C:13]=3[CH:14]=2)=[CH:45][N:46]=1)=[O:64])[CH:56]([CH3:58])[CH3:57])=[O:63]. (7) The reactants are P(Cl)(Cl)([Cl:3])=O.[CH2:6]([O:8][C:9]([C:11]1[C:16](O)=[C:15]([CH3:18])[C:14](=[O:19])[N:13]([CH3:20])[C:12]=1[CH3:21])=[O:10])[CH3:7]. No catalyst specified. The product is [CH2:6]([O:8][C:9]([C:11]1[C:16]([Cl:3])=[C:15]([CH3:18])[C:14](=[O:19])[N:13]([CH3:20])[C:12]=1[CH3:21])=[O:10])[CH3:7]. The yield is 0.890.